Predict which catalyst facilitates the given reaction. From a dataset of Catalyst prediction with 721,799 reactions and 888 catalyst types from USPTO. (1) Reactant: [C:1]([O:9][C@@H:10]1[CH2:16][C@@H:15]([O:17][C:18](=[O:25])[C:19]2[CH:24]=[CH:23][CH:22]=[CH:21][CH:20]=2)[C@H:14]([CH3:26])[O:13][C:11]1=[O:12])(=[O:8])[C:2]1[CH:7]=[CH:6][CH:5]=[CH:4][CH:3]=1.C([BH2-]CCC(C)C)CC(C)C.OO.[OH-].[Na+]. Product: [C:1]([O:9][C@@H:10]1[CH2:16][C@@H:15]([O:17][C:18](=[O:25])[C:19]2[CH:20]=[CH:21][CH:22]=[CH:23][CH:24]=2)[C@H:14]([CH3:26])[O:13][CH:11]1[OH:12])(=[O:8])[C:2]1[CH:7]=[CH:6][CH:5]=[CH:4][CH:3]=1. The catalyst class is: 20. (2) Reactant: Cl.[F:2][C:3]1[CH:26]=[CH:25][C:6]([C:7]([NH:9][C:10]2[C:11]3[CH2:22][NH:21][C:20]([CH3:24])([CH3:23])[C:12]=3[N:13]([C:15]([O:17][CH2:18][CH3:19])=[O:16])[N:14]=2)=[O:8])=[CH:5][CH:4]=1.C(N(CC)C(C)C)(C)C.[C:36](Cl)(=[O:41])[C:37]([CH3:40])([CH3:39])[CH3:38].CCOC(C)=O.CCCCCC. The catalyst class is: 4. Product: [CH3:38][C:37]([CH3:40])([CH3:39])[C:36]([N:21]1[CH2:22][C:11]2[C:10]([NH:9][C:7](=[O:8])[C:6]3[CH:5]=[CH:4][C:3]([F:2])=[CH:26][CH:25]=3)=[N:14][N:13]([C:15]([O:17][CH2:18][CH3:19])=[O:16])[C:12]=2[C:20]1([CH3:23])[CH3:24])=[O:41]. (3) Product: [CH3:30][O:29][C:17]1[CH:18]=[C:19]([N:22]2[CH2:27][CH2:26][N:25]([CH3:28])[CH2:24][CH2:23]2)[CH:20]=[CH:21][C:16]=1[NH:15][C:12]1[S:11][C:10]([C:8]([C:4]2[CH:3]=[C:2]([NH:1][C:40](=[O:43])[CH:41]=[CH2:42])[CH:7]=[CH:6][CH:5]=2)=[O:9])=[N:14][N:13]=1. Reactant: [NH2:1][C:2]1[CH:3]=[C:4]([C:8]([C:10]2[S:11][C:12]([NH:15][C:16]3[CH:21]=[CH:20][C:19]([N:22]4[CH2:27][CH2:26][N:25]([CH3:28])[CH2:24][CH2:23]4)=[CH:18][C:17]=3[O:29][CH3:30])=[N:13][N:14]=2)=[O:9])[CH:5]=[CH:6][CH:7]=1.CCN(C(C)C)C(C)C.[C:40](Cl)(=[O:43])[CH:41]=[CH2:42]. The catalyst class is: 2. (4) Reactant: [Cl:1][C:2]1[N:7]=[CH:6][C:5]([O:8][CH2:9][CH:10]2[CH2:15][CH2:14][N:13]([CH2:16][C:17]([CH3:20])(O)[CH3:18])[CH2:12][CH2:11]2)=[CH:4][CH:3]=1.CCN(S(F)(F)[F:27])CC.C([O-])(O)=O.[Na+]. Product: [Cl:1][C:2]1[CH:3]=[CH:4][C:5]([O:8][CH2:9][CH:10]2[CH2:15][CH2:14][N:13]([CH2:16][C:17]([F:27])([CH3:20])[CH3:18])[CH2:12][CH2:11]2)=[CH:6][N:7]=1. The catalyst class is: 2.